Dataset: Forward reaction prediction with 1.9M reactions from USPTO patents (1976-2016). Task: Predict the product of the given reaction. Given the reactants [F:1][C:2]([CH3:30])([CH3:29])[CH2:3][N:4]1[CH2:9][CH2:8][CH:7]([CH:10]2[O:28][C:13]3=[CH:14][N:15]=[C:16]([C:18]4[CH2:19][CH2:20][N:21]([S:24]([CH3:27])(=[O:26])=[O:25])[CH2:22][CH:23]=4)[CH:17]=[C:12]3[CH2:11]2)[CH2:6][CH2:5]1, predict the reaction product. The product is: [F:1][C:2]([CH3:30])([CH3:29])[CH2:3][N:4]1[CH2:9][CH2:8][CH:7]([CH:10]2[O:28][C:13]3=[CH:14][N:15]=[C:16]([CH:18]4[CH2:23][CH2:22][N:21]([S:24]([CH3:27])(=[O:26])=[O:25])[CH2:20][CH2:19]4)[CH:17]=[C:12]3[CH2:11]2)[CH2:6][CH2:5]1.